Task: Predict the reactants needed to synthesize the given product.. Dataset: Full USPTO retrosynthesis dataset with 1.9M reactions from patents (1976-2016) (1) Given the product [Br:1][C:2]1[CH:3]=[C:4]([C:11]([CH3:14])([CH3:13])[CH3:12])[C:5]([O:9][CH3:10])=[C:6]([N:7]2[CH2:21][CH2:20][NH:19][CH2:18][CH2:17]2)[CH:8]=1, predict the reactants needed to synthesize it. The reactants are: [Br:1][C:2]1[CH:3]=[C:4]([C:11]([CH3:14])([CH3:13])[CH3:12])[C:5]([O:9][CH3:10])=[C:6]([CH:8]=1)[NH2:7].Cl.Cl[CH2:17][CH2:18][NH:19][CH2:20][CH2:21]Cl.C(=O)([O-])[O-].[K+].[K+].O. (2) Given the product [CH3:32][O:31][C:28]1[CH:29]=[CH:30][C:25]([C:23]([C:20]2[N:18]3[N:19]=[C:14]([C:3]4[CH:2]=[N:7][N:6]([CH3:5])[CH:4]=4)[CH:15]=[CH:16][C:17]3=[N:22][CH:21]=2)=[O:24])=[CH:26][CH:27]=1, predict the reactants needed to synthesize it. The reactants are: Cl[C:2]1[N:7]=[N:6][C:5](N=CN(C)C)=[CH:4][CH:3]=1.Cl[C:14]1[CH:15]=[CH:16][C:17]2[N:18]([C:20]([C:23]([C:25]3[CH:30]=[CH:29][C:28]([O:31][CH3:32])=[CH:27][CH:26]=3)=[O:24])=[CH:21][N:22]=2)[N:19]=1. (3) Given the product [F:30][C:27]1[CH:28]=[CH:29][C:24]([N:21]2[C:16]3[CH:17]=[C:18]4[C@:13]([CH2:31][O:32][CH2:33][CH2:34][OH:35])([CH2:14][C:15]=3[CH:23]=[N:22]2)[CH2:12][N:11]([S:8]([C:5]2[CH:6]=[N:7][C:2]([N:39]3[CH2:40][CH2:41][C@@H:37]([F:36])[CH2:38]3)=[CH:3][CH:4]=2)(=[O:9])=[O:10])[CH2:20][CH2:19]4)=[CH:25][CH:26]=1, predict the reactants needed to synthesize it. The reactants are: Cl[C:2]1[N:7]=[CH:6][C:5]([S:8]([N:11]2[CH2:20][CH2:19][C:18]3[C@:13]([CH2:31][O:32][CH2:33][CH2:34][OH:35])([CH2:14][C:15]4[CH:23]=[N:22][N:21]([C:24]5[CH:29]=[CH:28][C:27]([F:30])=[CH:26][CH:25]=5)[C:16]=4[CH:17]=3)[CH2:12]2)(=[O:10])=[O:9])=[CH:4][CH:3]=1.[F:36][C@@H:37]1[CH2:41][CH2:40][NH:39][CH2:38]1. (4) The reactants are: [C:1]([CH2:3][NH:4][C:5]([C@@H:7]1[CH2:12][CH2:11][CH2:10][CH2:9][C@@H:8]1[NH2:13])=[O:6])#[N:2].[CH:14]([Si:17]([CH:37]([CH3:39])[CH3:38])([CH:34]([CH3:36])[CH3:35])[O:18][CH2:19][CH2:20][CH2:21][N:22]1[C:30]2[C:25](=[CH:26][CH:27]=[CH:28][CH:29]=2)[CH:24]=[C:23]1[C:31](O)=[O:32])([CH3:16])[CH3:15]. Given the product [C:1]([CH2:3][NH:4][C:5]([C@@H:7]1[CH2:12][CH2:11][CH2:10][CH2:9][C@@H:8]1[NH:13][C:31]([C:23]1[N:22]([CH2:21][CH2:20][CH2:19][O:18][Si:17]([CH:34]([CH3:36])[CH3:35])([CH:14]([CH3:16])[CH3:15])[CH:37]([CH3:39])[CH3:38])[C:30]2[C:25]([CH:24]=1)=[CH:26][CH:27]=[CH:28][CH:29]=2)=[O:32])=[O:6])#[N:2], predict the reactants needed to synthesize it.